This data is from Reaction yield outcomes from USPTO patents with 853,638 reactions. The task is: Predict the reaction yield, written as a fraction of the theoretical maximum amount of product (1.0 means a 100% yield; for example, 0.34 means a 34% yield). (1) The yield is 0.930. The catalyst is CO.C(OCC)(=O)C. The reactants are [CH3:1][O:2][C:3]1[CH:8]=[CH:7][C:6]([C:9]2[S:13][C:12]([C:14]([O:16]C)=[O:15])=[CH:11][CH:10]=2)=[CH:5][CH:4]=1.[OH-].[Na+]. The product is [CH3:1][O:2][C:3]1[CH:4]=[CH:5][C:6]([C:9]2[S:13][C:12]([C:14]([OH:16])=[O:15])=[CH:11][CH:10]=2)=[CH:7][CH:8]=1. (2) The reactants are [NH2:1][CH2:2][C@@H:3]([C@H:5]([C@@H:7]([C@@H:9]([CH2:11][OH:12])[OH:10])[OH:8])[OH:6])[OH:4].[CH3:13][C:14]([O:17][C:18]([NH:20][C@H:21]([C:37](ON1C(=O)CCC1=O)=[O:38])[CH2:22][CH2:23][CH2:24][CH2:25][NH:26][C:27]([O:29][CH2:30][C:31]1[CH:36]=[CH:35][CH:34]=[CH:33][CH:32]=1)=[O:28])=[O:19])([CH3:16])[CH3:15].C1COCC1.O. The catalyst is CCOCC. The product is [C:14]([O:17][C:18]([NH:20][CH:21]([CH2:22][CH2:23][CH2:24][CH2:25][NH:26][C:27]([O:29][CH2:30][C:31]1[CH:32]=[CH:33][CH:34]=[CH:35][CH:36]=1)=[O:28])[C:37]([NH:1][CH2:2][CH:3]([OH:4])[CH:5]([OH:6])[CH:7]([OH:8])[CH:9]([OH:10])[CH2:11][OH:12])=[O:38])=[O:19])([CH3:16])([CH3:13])[CH3:15]. The yield is 0.199. (3) The reactants are [H-].[Na+].[OH:3][CH:4]1[C:12]2[C:7](=[CH:8][CH:9]=[C:10]([C:13]([F:16])([F:15])[F:14])[CH:11]=2)[CH:6]([N:17]2[CH2:22][CH2:21][N:20]([C:23]3([CH3:36])[CH2:28][CH2:27][N:26]([C:29]([O:31][C:32]([CH3:35])([CH3:34])[CH3:33])=[O:30])[CH2:25][CH2:24]3)[CH2:19][CH:18]2[CH3:37])[CH2:5]1.[CH3:38]I. The catalyst is O1CCCC1. The product is [CH3:38][O:3][CH:4]1[C:12]2[C:7](=[CH:8][CH:9]=[C:10]([C:13]([F:16])([F:14])[F:15])[CH:11]=2)[CH:6]([N:17]2[CH2:22][CH2:21][N:20]([C:23]3([CH3:36])[CH2:24][CH2:25][N:26]([C:29]([O:31][C:32]([CH3:35])([CH3:34])[CH3:33])=[O:30])[CH2:27][CH2:28]3)[CH2:19][C@@H:18]2[CH3:37])[CH2:5]1. The yield is 0.850. (4) The reactants are [C:1]([O:5][C:6]([C:8]1([CH:16]=[CH2:17])[CH2:13][O:12]C(C)(C)[O:10][CH2:9]1)=[O:7])([CH3:4])([CH3:3])[CH3:2].O.C1(C)C=CC(S(O)(=O)=O)=CC=1. The catalyst is CO. The product is [C:1]([O:5][C:6](=[O:7])[C:8]([CH2:13][OH:12])([CH2:9][OH:10])[CH:16]=[CH2:17])([CH3:4])([CH3:2])[CH3:3]. The yield is 0.820. (5) The reactants are [C:1]([O:5][C:6](=[O:15])[NH:7][C:8]1[CH:13]=[CH:12][C:11]([NH2:14])=[CH:10][CH:9]=1)([CH3:4])([CH3:3])[CH3:2].[CH3:16][C:17]([CH3:21])(O)[C:18]#[N:19].[O-]S([O-])(=O)=O.[Mg+2]. No catalyst specified. The product is [C:1]([O:5][C:6](=[O:15])[NH:7][C:8]1[CH:9]=[CH:10][C:11]([NH:14][C:17]([C:18]#[N:19])([CH3:21])[CH3:16])=[CH:12][CH:13]=1)([CH3:4])([CH3:2])[CH3:3]. The yield is 0.980. (6) The reactants are [ClH:1].Cl.[N:3]1[NH:4][N:5]=[N:6][C:7]=1[C:8]1[CH:9]=[C:10]([NH2:15])[C:11]([NH2:14])=[CH:12][CH:13]=1.[SH:16][CH2:17][C:18](O)=O. The catalyst is Cl. The product is [ClH:1].[N:6]1[NH:5][N:4]=[N:3][C:7]=1[C:8]1[CH:13]=[CH:12][C:11]2[NH:14][C:18]([CH2:17][SH:16])=[N:15][C:10]=2[CH:9]=1. The yield is 0.650. (7) The reactants are [N:1]1([C:8]2[CH:17]=[CH:16][CH:15]=[C:14]3[C:9]=2[CH:10]=[CH:11][C:12]([CH3:18])=[N:13]3)[CH2:7][CH2:6][CH2:5][NH:4][CH2:3][CH2:2]1.[Cl:19][CH2:20][CH2:21][C:22]1[CH:23]=[CH:24][C:25]2[O:30][CH2:29][C:28](=[O:31])[N:27]([CH3:32])[C:26]=2[CH:33]=1. No catalyst specified. The product is [ClH:19].[ClH:19].[CH3:32][N:27]1[C:26]2[CH:33]=[C:22]([CH2:21][CH2:20][N:4]3[CH2:5][CH2:6][CH2:7][N:1]([C:8]4[CH:17]=[CH:16][CH:15]=[C:14]5[C:9]=4[CH:10]=[CH:11][C:12]([CH3:18])=[N:13]5)[CH2:2][CH2:3]3)[CH:23]=[CH:24][C:25]=2[O:30][CH2:29][C:28]1=[O:31]. The yield is 0.440. (8) The reactants are [NH2:1][C:2]1[CH:7]=[CH:6][C:5]([C:8]#[N:9])=[CH:4][C:3]=1[S:10]([NH2:13])(=[O:12])=[O:11].[Cl:14][C:15]1[CH:20]=[CH:19][C:18]([CH:21]=[CH:22][S:23](Cl)(=[O:25])=[O:24])=[C:17]([O:27][CH3:28])[CH:16]=1. No catalyst specified. The product is [Cl:14][C:15]1[CH:20]=[CH:19][C:18](/[CH:21]=[CH:22]/[S:23]([NH:1][C:2]2[CH:7]=[CH:6][C:5]([C:8]#[N:9])=[CH:4][C:3]=2[S:10]([NH2:13])(=[O:11])=[O:12])(=[O:24])=[O:25])=[C:17]([O:27][CH3:28])[CH:16]=1. The yield is 0.270. (9) The reactants are O.O.O.[F-].C([N+](CCCC)(CCCC)CCCC)CCC.[C:22]([C:24]1[CH:29]=[C:28]([CH2:30][O:31][Si](C)(C)C)[CH:27]=[CH:26][N:25]=1)#[N:23]. The catalyst is O1CCCC1. The product is [C:22]([C:24]1[CH:29]=[C:28]([CH2:30][OH:31])[CH:27]=[CH:26][N:25]=1)#[N:23]. The yield is 0.320. (10) The reactants are [C:1]([O:5][C:6]([NH:8][C:9]1[CH:10]=[CH:11][C:12]([OH:18])=[C:13]([CH:17]=1)[C:14]([OH:16])=[O:15])=[O:7])([CH3:4])([CH3:3])[CH3:2].[C:19](Cl)(=[O:21])[CH3:20].C(=O)([O-])[O-].[K+].[K+]. The catalyst is CN(C=O)C. The product is [C:19]([O:18][C:12]1[CH:11]=[CH:10][C:9]([NH:8][C:6]([O:5][C:1]([CH3:4])([CH3:2])[CH3:3])=[O:7])=[CH:17][C:13]=1[C:14]([OH:16])=[O:15])(=[O:21])[CH3:20]. The yield is 0.520.